This data is from Full USPTO retrosynthesis dataset with 1.9M reactions from patents (1976-2016). The task is: Predict the reactants needed to synthesize the given product. Given the product [Br:8][C:16]1[CH:15]=[C:14]2[C:19](=[CH:18][CH:17]=1)[N:10]([CH3:9])[CH2:11][CH2:12][CH2:13]2, predict the reactants needed to synthesize it. The reactants are: C1C(=O)N([Br:8])C(=O)C1.[CH3:9][N:10]1[C:19]2[C:14](=[CH:15][CH:16]=[CH:17][CH:18]=2)[CH2:13][CH2:12][CH2:11]1.